Dataset: Forward reaction prediction with 1.9M reactions from USPTO patents (1976-2016). Task: Predict the product of the given reaction. (1) Given the reactants [C:1]([C:4]1[O:8][C:7]2[C:9](=[O:18])[C:10]3[C:15]([C:16](=[O:17])[C:6]=2[CH:5]=1)=[CH:14][CH:13]=[CH:12][CH:11]=3)(=[O:3])[CH3:2].C(N([CH2:24][CH3:25])CC)C.S(S([O-])=O)([O-])=O.[Na+].[Na+].[C:34](Cl)(=[O:42])[CH2:35][CH2:36][CH2:37][CH2:38][CH2:39][CH2:40][CH3:41], predict the reaction product. The product is: [C:1]([C:4]1[O:8][C:7]2[C:9]([O:18][C:1](=[O:3])[CH2:4][CH2:5][CH2:6][CH2:7][CH2:9][CH2:24][CH3:25])=[C:10]3[C:15](=[C:16]([O:17][C:34](=[O:42])[CH2:35][CH2:36][CH2:37][CH2:38][CH2:39][CH2:40][CH3:41])[C:6]=2[CH:5]=1)[CH:14]=[CH:13][CH:12]=[CH:11]3)(=[O:3])[CH3:2]. (2) Given the reactants [F:1][C:2]1[CH:3]=[C:4]([CH:6]=[C:7]([F:11])[C:8]=1[O:9][CH3:10])[NH2:5].[N:12]([O-])=O.[Na+].O.O.[Sn](Cl)Cl, predict the reaction product. The product is: [F:1][C:2]1[CH:3]=[C:4]([NH:5][NH2:12])[CH:6]=[C:7]([F:11])[C:8]=1[O:9][CH3:10].